From a dataset of Full USPTO retrosynthesis dataset with 1.9M reactions from patents (1976-2016). Predict the reactants needed to synthesize the given product. (1) Given the product [F:29][C:30]1[CH:31]=[C:32]([CH:36]=[C:37]([N:39]2[CH2:44][CH2:43][O:42][CH2:41][CH2:40]2)[CH:38]=1)[C:33]([NH:28][CH2:27][C:22]1[CH:23]=[CH:24][CH:25]=[CH:26][C:21]=1[S:20][C:1]([C:8]1[CH:13]=[CH:12][CH:11]=[CH:10][CH:9]=1)([C:2]1[CH:3]=[CH:4][CH:5]=[CH:6][CH:7]=1)[C:14]1[CH:15]=[CH:16][CH:17]=[CH:18][CH:19]=1)=[O:34], predict the reactants needed to synthesize it. The reactants are: [C:1]([S:20][C:21]1[CH:26]=[CH:25][CH:24]=[CH:23][C:22]=1[CH2:27][NH2:28])([C:14]1[CH:19]=[CH:18][CH:17]=[CH:16][CH:15]=1)([C:8]1[CH:13]=[CH:12][CH:11]=[CH:10][CH:9]=1)[C:2]1[CH:7]=[CH:6][CH:5]=[CH:4][CH:3]=1.[F:29][C:30]1[CH:31]=[C:32]([CH:36]=[C:37]([N:39]2[CH2:44][CH2:43][O:42][CH2:41][CH2:40]2)[CH:38]=1)[C:33](O)=[O:34].CCN(C(C)C)C(C)C.CN(C(ON1N=NC2C=CC=NC1=2)=[N+](C)C)C.F[P-](F)(F)(F)(F)F. (2) Given the product [CH2:1]1[CH:9]2[N:4]([CH2:5][CH2:6][CH:7]([C:10]3[CH:11]=[CH:12][C:13]([NH2:14])=[CH:15][CH:16]=3)[CH2:8]2)[CH2:3][CH2:2]1, predict the reactants needed to synthesize it. The reactants are: [CH2:1]1[CH:9]2[N:4]([CH2:5][CH:6]=[C:7]([C:10]3[CH:16]=[CH:15][C:13]([NH2:14])=[CH:12][CH:11]=3)[CH2:8]2)[CH2:3][CH2:2]1.